From a dataset of Reaction yield outcomes from USPTO patents with 853,638 reactions. Predict the reaction yield, written as a fraction of the theoretical maximum amount of product (1.0 means a 100% yield; for example, 0.34 means a 34% yield). (1) The reactants are [F:1][C:2]1[CH:3]=[C:4]([CH2:9][C:10]([NH:12][C@H:13]([C:15]([NH:17][C@@H:18]2[C:24](=[O:25])[NH:23][C:22]3[CH:26]=[CH:27][CH:28]=[CH:29][C:21]=3[S:20][C@@H:19]2[C:30]2[CH:35]=[C:34]([F:36])[CH:33]=[C:32]([F:37])[CH:31]=2)=[O:16])[CH3:14])=[O:11])[CH:5]=[C:6]([F:8])[CH:7]=1.[H-].[Na+].[CH3:40]I. The catalyst is CN(C=O)C. The product is [F:1][C:2]1[CH:3]=[C:4]([CH2:9][C:10]([NH:12][C@H:13]([C:15]([NH:17][C@@H:18]2[C:24](=[O:25])[N:23]([CH3:40])[C:22]3[CH:26]=[CH:27][CH:28]=[CH:29][C:21]=3[S:20][C@@H:19]2[C:30]2[CH:31]=[C:32]([F:37])[CH:33]=[C:34]([F:36])[CH:35]=2)=[O:16])[CH3:14])=[O:11])[CH:5]=[C:6]([F:8])[CH:7]=1. The yield is 0.800. (2) The reactants are [CH3:1][C:2]1[N:7]=[C:6]2[S:8][C:9]3[CH2:13][CH2:12][CH2:11][C:10]=3[C:5]2=[C:4]([C:14]2[S:15][CH:16]=[CH:17][CH:18]=2)[C:3]=1[CH2:19][C:20]([O:22][CH3:23])=[O:21].[Li+].C[Si]([N-][Si](C)(C)C)(C)C.[CH2:34]1[CH2:38]OC[CH2:35]1.ICCC. The catalyst is CN(C=O)C. The product is [CH3:1][C:2]1[N:7]=[C:6]2[S:8][C:9]3[CH2:13][CH2:12][CH2:11][C:10]=3[C:5]2=[C:4]([C:14]2[S:15][CH:16]=[CH:17][CH:18]=2)[C:3]=1[CH:19]([CH2:35][CH2:34][CH3:38])[C:20]([O:22][CH3:23])=[O:21]. The yield is 0.850.